Dataset: Full USPTO retrosynthesis dataset with 1.9M reactions from patents (1976-2016). Task: Predict the reactants needed to synthesize the given product. (1) The reactants are: Br[C:2]1[CH:15]=[CH:14][CH:13]=[CH:12][C:3]=1[O:4][C:5]1[N:10]=[CH:9][C:8]([NH2:11])=[CH:7][CH:6]=1.[F:16][C:17]1[CH:22]=[C:21](B2OC(C)(C)C(C)(C)O2)[CH:20]=[CH:19][C:18]=1[C:32]1[CH:33]=[N:34][C:35]([NH2:38])=[N:36][CH:37]=1. Given the product [NH2:11][C:8]1[CH:7]=[CH:6][C:5]([O:4][C:3]2[CH:12]=[CH:13][CH:14]=[CH:15][C:2]=2[C:21]2[CH:20]=[CH:19][C:18]([C:32]3[CH:37]=[N:36][C:35]([NH2:38])=[N:34][CH:33]=3)=[C:17]([F:16])[CH:22]=2)=[N:10][CH:9]=1, predict the reactants needed to synthesize it. (2) Given the product [Cl:17][CH2:18][C:19]1[CH:27]=[CH:26][C:22]([C:23]2[O:16][N:15]=[C:13]([CH2:12][CH:9]3[CH2:10][CH2:11][N:6]([CH:3]([CH2:4][CH3:5])[CH2:1][CH3:2])[CH2:7][CH2:8]3)[N:14]=2)=[CH:21][CH:20]=1, predict the reactants needed to synthesize it. The reactants are: [CH2:1]([CH:3]([N:6]1[CH2:11][CH2:10][CH:9]([CH2:12][C:13]([NH:15][OH:16])=[NH:14])[CH2:8][CH2:7]1)[CH2:4][CH3:5])[CH3:2].[Cl:17][CH2:18][C:19]1[CH:27]=[CH:26][C:22]([C:23](Cl)=O)=[CH:21][CH:20]=1. (3) Given the product [CH2:1]([N:3]1[C:12]2[C:7](=[CH:8][C:9]([F:20])=[C:10]([N:14]3[CH2:15][CH2:16][N:17]([CH2:33][C:34]([C:36]4[CH:41]=[CH:40][CH:39]=[CH:38][CH:37]=4)=[O:35])[CH2:18][CH2:19]3)[C:11]=2[F:13])[C:6](=[O:21])[C:5]([C:22]([OH:24])=[O:23])=[CH:4]1)[CH3:2], predict the reactants needed to synthesize it. The reactants are: [CH2:1]([N:3]1[C:12]2[C:7](=[CH:8][C:9]([F:20])=[C:10]([N:14]3[CH2:19][CH2:18][NH:17][CH2:16][CH2:15]3)[C:11]=2[F:13])[C:6](=[O:21])[C:5]([C:22]([OH:24])=[O:23])=[CH:4]1)[CH3:2].C(=O)(O)[O-].[Na+].[I-].[K+].Br[CH2:33][C:34]([C:36]1[CH:41]=[CH:40][CH:39]=[CH:38][CH:37]=1)=[O:35]. (4) The reactants are: [S:1]1[CH:5]=[CH:4][CH:3]=[C:2]1[CH2:6][OH:7].C1(P(C2C=CC=CC=2)C2C=CC=CC=2)C=CC=CC=1.O[N:28]1[C:32](=[O:33])[C:31]2=[CH:34][CH:35]=[CH:36][CH:37]=[C:30]2[C:29]1=[O:38].CCOC(/N=N/C(OCC)=O)=O. Given the product [S:1]1[CH:5]=[CH:4][CH:3]=[C:2]1[CH2:6][O:7][N:28]1[C:29](=[O:38])[C:30]2=[CH:37][CH:36]=[CH:35][CH:34]=[C:31]2[C:32]1=[O:33], predict the reactants needed to synthesize it. (5) Given the product [OH:15][CH:14]([C:12]1[CH:13]=[C:8]([C:3]2[CH:4]=[CH:5][CH:6]=[CH:7][C:2]=2[CH3:1])[C:9]([C:17]#[N:18])=[CH:10][CH:11]=1)[CH2:16][N:19]1[CH:23]=[CH:22][N:21]=[CH:20]1, predict the reactants needed to synthesize it. The reactants are: [CH3:1][C:2]1[CH:7]=[CH:6][CH:5]=[CH:4][C:3]=1[C:8]1[C:9]([C:17]#[N:18])=[CH:10][CH:11]=[C:12]([CH:14]2[CH2:16][O:15]2)[CH:13]=1.[NH:19]1[CH:23]=[CH:22][N:21]=[CH:20]1.N1C=CC=CC=1.